This data is from Catalyst prediction with 721,799 reactions and 888 catalyst types from USPTO. The task is: Predict which catalyst facilitates the given reaction. (1) Product: [C:36]([O:40][CH2:41][C@@H:42]([C:44]([O:46][CH3:47])=[O:45])[NH:43][C:12]([C:9]1[C:10](=[O:11])[N:5]([CH2:4][C:3]2[CH:28]=[CH:29][CH:30]=[C:31]([C:32]([F:35])([F:34])[F:33])[C:2]=2[CH3:1])[C:6](=[O:27])[N:7]([C:15]2[CH:16]=[CH:17][C:18]([N:21]3[CH2:25][CH2:24][NH:23][C:22]3=[O:26])=[CH:19][CH:20]=2)[CH:8]=1)=[O:13])([CH3:39])([CH3:38])[CH3:37]. The catalyst class is: 4. Reactant: [CH3:1][C:2]1[C:31]([C:32]([F:35])([F:34])[F:33])=[CH:30][CH:29]=[CH:28][C:3]=1[CH2:4][N:5]1[C:10](=[O:11])[C:9]([C:12](O)=[O:13])=[CH:8][N:7]([C:15]2[CH:20]=[CH:19][C:18]([N:21]3[CH2:25][CH2:24][NH:23][C:22]3=[O:26])=[CH:17][CH:16]=2)[C:6]1=[O:27].[C:36]([O:40][CH2:41][C@@H:42]([C:44]([O:46][CH3:47])=[O:45])[NH2:43])([CH3:39])([CH3:38])[CH3:37].CN(C(ON1N=NC2C=CC=CC1=2)=[N+](C)C)C.[B-](F)(F)(F)F.CN1CCOCC1. (2) Reactant: [CH:1]([O:4][C:5]([N:7]1[CH:12]([CH2:13][CH3:14])[CH2:11][CH:10]([NH:15]CC2C=CC=CC=2)[CH2:9][CH:8]1[CH2:23][CH3:24])=[O:6])([CH3:3])[CH3:2]. Product: [CH:1]([O:4][C:5]([N:7]1[CH:12]([CH2:13][CH3:14])[CH2:11][CH:10]([NH2:15])[CH2:9][CH:8]1[CH2:23][CH3:24])=[O:6])([CH3:2])[CH3:3]. The catalyst class is: 29. (3) Reactant: O.NN.[C:4](#[N:11])[C:5]1[CH:10]=[CH:9][CH:8]=[CH:7][CH:6]=1.Cl.[C:13]([NH2:16])(=[NH:15])[CH3:14].[S].[N:18]([O-])=O.[Na+]. Product: [CH3:14][C:13]1[N:15]=[N:11][C:4]([C:5]2[CH:10]=[CH:9][CH:8]=[CH:7][CH:6]=2)=[N:18][N:16]=1. The catalyst class is: 146. (4) Product: [C:1]([C:3]1[CH:4]=[C:5]([C:13]2[O:17][N:16]=[C:15]([C:18]3[CH:19]=[C:20]4[C:24](=[CH:25][CH:26]=3)[N:23]([CH2:27][CH2:28][C:29]([OH:31])=[O:30])[N:22]=[CH:21]4)[N:14]=2)[CH:6]=[CH:7][C:8]=1[O:9][CH:10]([CH3:12])[CH3:11])#[N:2]. Reactant: [C:1]([C:3]1[CH:4]=[C:5]([C:13]2[O:17][N:16]=[C:15]([C:18]3[CH:19]=[C:20]4[C:24](=[CH:25][CH:26]=3)[N:23]([CH2:27][CH2:28][C:29]([O:31]CC)=[O:30])[N:22]=[CH:21]4)[N:14]=2)[CH:6]=[CH:7][C:8]=1[O:9][CH:10]([CH3:12])[CH3:11])#[N:2].[OH-].[Na+]. The catalyst class is: 353. (5) Reactant: [N+:1]([C:4]1[CH:5]=[C:6]([CH:9]=[C:10]([C:12]([F:15])([F:14])[F:13])[CH:11]=1)[C:7]#[N:8])([O-])=O.C.CN(C)N. Product: [NH2:1][C:4]1[CH:5]=[C:6]([CH:9]=[C:10]([C:12]([F:13])([F:14])[F:15])[CH:11]=1)[C:7]#[N:8]. The catalyst class is: 5. (6) Reactant: CC(OI1(OC(C)=O)(OC(C)=O)OC(=O)C2C1=CC=CC=2)=O.[C:23]([C:27]1[CH:32]=[CH:31][C:30]([CH:33]([OH:57])[C:34]2[C:35]([C:50]3[CH:55]=[CH:54][C:53]([F:56])=[CH:52][CH:51]=3)=[C:36]3[C:41](=[CH:42][C:43]=2[CH:44]([CH3:46])[CH3:45])[O:40][C:39]([CH3:48])([CH3:47])[CH2:38][C:37]3=[O:49])=[CH:29][CH:28]=1)([CH3:26])([CH3:25])[CH3:24].C(C1C=CC(C(O)C2C(C3C=CC(F)=CC=3)=C3C(=CC=2CCC)OC(C)(C)CC3=O)=CC=1)(C)(C)C. Product: [C:23]([C:27]1[CH:28]=[CH:29][C:30]([C:33]([C:34]2[C:35]([C:50]3[CH:51]=[CH:52][C:53]([F:56])=[CH:54][CH:55]=3)=[C:36]3[C:41](=[CH:42][C:43]=2[CH:44]([CH3:46])[CH3:45])[O:40][C:39]([CH3:47])([CH3:48])[CH2:38][C:37]3=[O:49])=[O:57])=[CH:31][CH:32]=1)([CH3:25])([CH3:26])[CH3:24]. The catalyst class is: 4.